Dataset: Full USPTO retrosynthesis dataset with 1.9M reactions from patents (1976-2016). Task: Predict the reactants needed to synthesize the given product. (1) Given the product [F:1][C:2]1[CH:7]=[CH:6][CH:5]=[C:4]([N+:8]([O-:10])=[O:9])[C:3]=1[NH:13][CH3:12], predict the reactants needed to synthesize it. The reactants are: [F:1][C:2]1[CH:7]=[CH:6][CH:5]=[C:4]([N+:8]([O-:10])=[O:9])[C:3]=1F.[CH3:12][NH2:13]. (2) Given the product [Br:15][CH2:2][C:1]([C:4]1[CH:5]=[CH:6][C:7]2[S:11](=[O:12])(=[O:13])[CH2:10][CH2:9][C:8]=2[CH:14]=1)=[O:3], predict the reactants needed to synthesize it. The reactants are: [C:1]([C:4]1[CH:5]=[CH:6][C:7]2[S:11](=[O:13])(=[O:12])[CH2:10][CH2:9][C:8]=2[CH:14]=1)(=[O:3])[CH3:2].[BrH:15].BrBr. (3) Given the product [CH:1]1([C:5]2[C:13]([C:14]3[NH:18][C:17]([CH3:19])=[N:16][N:15]=3)=[CH:12][C:8]([C:9]([OH:11])=[O:10])=[C:7]([CH3:20])[CH:6]=2)[CH2:2][CH2:3][CH2:23][CH2:4]1, predict the reactants needed to synthesize it. The reactants are: [CH:1]1([C:5]2[C:13]([C:14]3[NH:18][C:17]([CH3:19])=[N:16][N:15]=3)=[CH:12][C:8]([C:9]([OH:11])=[O:10])=[C:7]([CH3:20])[CH:6]=2)[CH2:4][CH2:3][CH2:2]1.Br[Mg][CH:23]1CCCC1.